Dataset: Forward reaction prediction with 1.9M reactions from USPTO patents (1976-2016). Task: Predict the product of the given reaction. (1) Given the reactants [Cl:1][C:2]1[C:3]([F:12])=[C:4]2[C:10]([NH2:11])=[CH:9][NH:8][C:5]2=[N:6][CH:7]=1.CCN(CC)CC.[CH2:20]([N:27]1[CH:31]=[C:30]([C:32](O)=[O:33])[CH:29]=[N:28]1)[C:21]1[CH:26]=[CH:25][CH:24]=[CH:23][CH:22]=1.CN(C(ON1N=NC2C=CC=NC1=2)=[N+](C)C)C.F[P-](F)(F)(F)(F)F, predict the reaction product. The product is: [Cl:1][C:2]1[C:3]([F:12])=[C:4]2[C:10]([NH:11][C:32]([C:30]3[CH:29]=[N:28][N:27]([CH2:20][C:21]4[CH:26]=[CH:25][CH:24]=[CH:23][CH:22]=4)[CH:31]=3)=[O:33])=[CH:9][NH:8][C:5]2=[N:6][CH:7]=1. (2) Given the reactants [C:1]1([CH:7]([C:11]2[CH:16]=[CH:15][CH:14]=[CH:13][CH:12]=2)[C:8]([NH2:10])=[O:9])[CH:6]=[CH:5][CH:4]=[CH:3][CH:2]=1.[CH2:17]([C:20](Cl)=[O:21])[CH2:18][CH3:19], predict the reaction product. The product is: [C:1]1([CH:7]([C:11]2[CH:16]=[CH:15][CH:14]=[CH:13][CH:12]=2)[C:8]([NH:10][C:20](=[O:21])[CH2:17][CH2:18][CH3:19])=[O:9])[CH:2]=[CH:3][CH:4]=[CH:5][CH:6]=1. (3) Given the reactants C(O[C:6](=O)[NH:7][CH2:8][CH2:9][CH:10]([OH:15])[C:11]([F:14])([F:13])[F:12])(C)(C)C.[H-].[Al+3].[Li+].[H-].[H-].[H-], predict the reaction product. The product is: [F:12][C:11]([F:14])([F:13])[CH:10]([OH:15])[CH2:9][CH2:8][NH:7][CH3:6].